Dataset: Full USPTO retrosynthesis dataset with 1.9M reactions from patents (1976-2016). Task: Predict the reactants needed to synthesize the given product. The reactants are: C[O:2][C:3](=O)[C:4]1[CH:9]=[CH:8][C:7]([N:10]2[CH:14]=[C:13]([C:15]3[C:16]([C:24]4[CH:29]=[CH:28][C:27]([F:30])=[CH:26][CH:25]=4)=[N:17][O:18][C:19]=3[C:20]([F:23])([F:22])[F:21])[N:12]=[CH:11]2)=[N:6][CH:5]=1.[NH:32]1[CH2:37][CH2:36][S:35](=[O:39])(=[O:38])[CH2:34][CH2:33]1. Given the product [O:38]=[S:35]1(=[O:39])[CH2:36][CH2:37][N:32]([C:3]([C:4]2[CH:5]=[N:6][C:7]([N:10]3[CH:14]=[C:13]([C:15]4[C:16]([C:24]5[CH:25]=[CH:26][C:27]([F:30])=[CH:28][CH:29]=5)=[N:17][O:18][C:19]=4[C:20]([F:22])([F:23])[F:21])[N:12]=[CH:11]3)=[CH:8][CH:9]=2)=[O:2])[CH2:33][CH2:34]1, predict the reactants needed to synthesize it.